From a dataset of Reaction yield outcomes from USPTO patents with 853,638 reactions. Predict the reaction yield, written as a fraction of the theoretical maximum amount of product (1.0 means a 100% yield; for example, 0.34 means a 34% yield). (1) The reactants are [CH2:1]([N:6]=[C:7]=[S:8])[CH2:2][CH2:3][CH2:4][CH3:5].[NH3:9]. The catalyst is CO. The product is [CH2:1]([NH:6][C:7]([NH2:9])=[S:8])[CH2:2][CH2:3][CH2:4][CH3:5]. The yield is 0.884. (2) The reactants are [Cl:1][C:2]1[CH:33]=[CH:32][C:5]([C:6]([NH:8][C:9]2[C:10]([CH3:31])=[C:11]([CH3:30])[C:12]3[O:16][C:15]([CH3:18])([CH3:17])[CH:14]([C:19]4[CH:24]=[CH:23][C:22]([CH:25]([CH3:27])[CH3:26])=[CH:21][CH:20]=4)[C:13]=3[C:28]=2[CH3:29])=O)=[CH:4][CH:3]=1. The catalyst is CO. The product is [Cl:1][C:2]1[CH:3]=[CH:4][C:5]([CH2:6][NH:8][C:9]2[C:10]([CH3:31])=[C:11]([CH3:30])[C:12]3[O:16][C:15]([CH3:17])([CH3:18])[CH:14]([C:19]4[CH:24]=[CH:23][C:22]([CH:25]([CH3:26])[CH3:27])=[CH:21][CH:20]=4)[C:13]=3[C:28]=2[CH3:29])=[CH:32][CH:33]=1. The yield is 0.370. (3) The product is [F:30][C:10]1([CH2:9][NH:5][CH2:43][C:40]2[CH:41]=[CH:42][C:36]3[S:35][CH2:34][C:33](=[O:32])[NH:38][C:37]=3[N:39]=2)[CH2:14][CH2:13][N:12]([CH2:15][CH2:16][C:17]2[C:26]3[C:21](=[CH:22][CH:23]=[C:24]([O:27][CH3:28])[N:25]=3)[N:20]=[CH:19][C:18]=2[F:29])[CH2:11]1. The yield is 0.670. The catalyst is O1CCOCC1.C(Cl)Cl.CCO. The reactants are CC([N:5]([CH2:9][C:10]1([F:30])[CH2:14][CH2:13][N:12]([CH2:15][CH2:16][C:17]2[C:26]3[C:21](=[CH:22][CH:23]=[C:24]([O:27][CH3:28])[N:25]=3)[N:20]=[CH:19][C:18]=2[F:29])[CH2:11]1)C(=O)[O-])(C)C.Cl.[O:32]=[C:33]1[NH:38][C:37]2[N:39]=[C:40]([CH:43]=O)[CH:41]=[CH:42][C:36]=2[S:35][CH2:34]1.CCN(CC)CC.[BH4-].[Na+]. (4) The reactants are [N:1]1([C:7]2[C:8]3[N:16]=[C:15]([C:17]4[CH:22]=[CH:21][CH:20]=[CH:19][N:18]=4)[S:14][C:9]=3[N:10]=[C:11]([NH2:13])[N:12]=2)[CH2:6][CH2:5][NH:4][CH2:3][CH2:2]1.[Cl:23][C:24]1[CH:34]=[CH:33][C:27]([O:28][CH2:29][C:30](O)=[O:31])=[CH:26][CH:25]=1. No catalyst specified. The product is [NH2:13][C:11]1[N:12]=[C:7]([N:1]2[CH2:6][CH2:5][N:4]([C:30](=[O:31])[CH2:29][O:28][C:27]3[CH:33]=[CH:34][C:24]([Cl:23])=[CH:25][CH:26]=3)[CH2:3][CH2:2]2)[C:8]2[N:16]=[C:15]([C:17]3[CH:22]=[CH:21][CH:20]=[CH:19][N:18]=3)[S:14][C:9]=2[N:10]=1. The yield is 0.570.